From a dataset of Catalyst prediction with 721,799 reactions and 888 catalyst types from USPTO. Predict which catalyst facilitates the given reaction. (1) Reactant: Br[C:2]1[C:7]([O:8][CH3:9])=[CH:6][N:5]=[C:4]([Cl:10])[CH:3]=1.C([Mg]Cl)(C)C.[B:16](OC(C)C)([O:21]C(C)C)[O:17]C(C)C. Product: [Cl:10][C:4]1[CH:3]=[C:2]([B:16]([OH:21])[OH:17])[C:7]([O:8][CH3:9])=[CH:6][N:5]=1. The catalyst class is: 1. (2) Reactant: Br[CH2:2][C:3]1[C:12](=[O:13])[C:11]2[C:6](=[CH:7][C:8]([Cl:14])=[CH:9][CH:10]=2)[N:5]([C:15]2[CH:20]=[CH:19][CH:18]=[CH:17][C:16]=2[Cl:21])[CH:4]=1.[N-:22]=[N+:23]=[N-:24].[Na+].CN(C=O)C. Product: [N:22]([CH2:2][C:3]1[C:12](=[O:13])[C:11]2[C:6](=[CH:7][C:8]([Cl:14])=[CH:9][CH:10]=2)[N:5]([C:15]2[CH:20]=[CH:19][CH:18]=[CH:17][C:16]=2[Cl:21])[CH:4]=1)=[N+:23]=[N-:24]. The catalyst class is: 13. (3) Reactant: Cl.[CH:2]1([N:5]([CH:19]2[CH2:24][CH2:23][NH:22][CH2:21][CH2:20]2)[C:6](=[O:18])[C:7]2[CH:12]=[CH:11][C:10]([C:13]3[O:17][CH:16]=[N:15][CH:14]=3)=[CH:9][CH:8]=2)[CH2:4][CH2:3]1.Br[C:26]1[CH:31]=[N:30][C:29]([CH:32]2[CH2:34][CH2:33]2)=[CH:28][N:27]=1. Product: [CH:2]1([N:5]([CH:19]2[CH2:24][CH2:23][N:22]([C:26]3[CH:31]=[N:30][C:29]([CH:32]4[CH2:34][CH2:33]4)=[CH:28][N:27]=3)[CH2:21][CH2:20]2)[C:6](=[O:18])[C:7]2[CH:8]=[CH:9][C:10]([C:13]3[O:17][CH:16]=[N:15][CH:14]=3)=[CH:11][CH:12]=2)[CH2:4][CH2:3]1. The catalyst class is: 60. (4) Reactant: N1C=CC=C([C:7]([C:9]2[C:10]([C:15](OC)=O)=[N:11][CH:12]=[CH:13][CH:14]=2)=[O:8])C=1.O.[NH2:20][NH2:21]. Product: [N:11]1[CH:12]=[CH:13][CH:14]=[CH:9][C:10]=1[C:15]1[C:10]2[N:11]=[CH:12][CH:13]=[CH:14][C:9]=2[C:7](=[O:8])[NH:21][N:20]=1. The catalyst class is: 8. (5) Reactant: [OH:1][C:2]1[CH:3]=[C:4]([CH:7]=[CH:8][CH:9]=1)[CH2:5][OH:6].Br[C:11]1[CH:16]=[CH:15][CH:14]=[CH:13][N:12]=1.C(=O)([O-])[O-].[K+].[K+]. Product: [N:12]1[CH:13]=[CH:14][CH:15]=[CH:16][C:11]=1[O:1][C:2]1[CH:3]=[C:4]([CH:7]=[CH:8][CH:9]=1)[CH:5]=[O:6]. The catalyst class is: 17. (6) Reactant: [F:1][C:2]1[CH:7]=[CH:6][CH:5]=[C:4]([F:8])[C:3]=1[N:9]1[C:14]2[N:15]=[C:16]([NH:28][CH2:29][CH2:30][N:31]([CH3:33])[CH3:32])[N:17]=[C:18]([C:19]3[CH:20]=[C:21]([CH:25]=[CH:26][CH:27]=3)[C:22](O)=[O:23])[C:13]=2[CH2:12][NH:11][C:10]1=[O:34].N.C[N:37](C(ON1N=NC2C=CC=NC1=2)=[N+](C)C)C.F[P-](F)(F)(F)(F)F.C(N(C(C)C)CC)(C)C. Product: [F:1][C:2]1[CH:7]=[CH:6][CH:5]=[C:4]([F:8])[C:3]=1[N:9]1[C:14]2[N:15]=[C:16]([NH:28][CH2:29][CH2:30][N:31]([CH3:32])[CH3:33])[N:17]=[C:18]([C:19]3[CH:20]=[C:21]([CH:25]=[CH:26][CH:27]=3)[C:22]([NH2:37])=[O:23])[C:13]=2[CH2:12][NH:11][C:10]1=[O:34]. The catalyst class is: 34. (7) Reactant: [CH3:1][O:2][C:3]1[CH:4]=[C:5]([C@@:11]23[CH2:19][CH2:18][C@@H:17]([NH2:20])[CH2:16][C@@H:15]2[N:14]([CH3:21])[CH2:13][CH2:12]3)[CH:6]=[CH:7][C:8]=1[O:9][CH3:10].[C:22]1(=O)[CH2:27][CH2:26][CH2:25][CH2:24][CH2:23]1.C(O[BH3-])(=O)C.[Na+].[F:35][C:36]([F:48])([F:47])[C:37]1[CH:38]=[C:39]([N:44]=[C:45]=[O:46])[CH:40]=[CH:41][C:42]=1[Cl:43]. Product: [ClH:43].[Cl:43][C:42]1[CH:41]=[CH:40][C:39]([NH:44][C:45](=[O:46])[N:20]([CH:22]2[CH2:27][CH2:26][CH2:25][CH2:24][CH2:23]2)[C@H:17]2[CH2:16][C@H:15]3[C@:11]([C:5]4[CH:6]=[CH:7][C:8]([O:9][CH3:10])=[C:3]([O:2][CH3:1])[CH:4]=4)([CH2:12][CH2:13][N:14]3[CH3:21])[CH2:19][CH2:18]2)=[CH:38][C:37]=1[C:36]([F:47])([F:35])[F:48].[ClH:43]. The catalyst class is: 4. (8) Reactant: I[C:2]1[CH:7]=[CH:6][C:5]([C:8]2[O:12][N:11]=[C:10]([CH3:13])[N:9]=2)=[CH:4][CH:3]=1.[CH3:14][C:15]1[CH:20]=[CH:19][C:18]([NH:21][C:22]([C:24]2[CH:28]=[CH:27][S:26][CH:25]=2)=[O:23])=[CH:17][C:16]=1B1OC(C)(C)C(C)(C)O1. Product: [CH3:14][C:15]1[C:16]([C:2]2[CH:7]=[CH:6][C:5]([C:8]3[O:12][N:11]=[C:10]([CH3:13])[N:9]=3)=[CH:4][CH:3]=2)=[CH:17][C:18]([NH:21][C:22]([C:24]2[CH:28]=[CH:27][S:26][CH:25]=2)=[O:23])=[CH:19][CH:20]=1. The catalyst class is: 3. (9) Reactant: [N:1]1([CH2:10][CH2:11][CH2:12][CH2:13][CH2:14][CH2:15][CH2:16][CH2:17][NH:18][C:19](=[O:44])[C:20]2[CH:25]=[C:24]([C:26]3[CH:31]=[CH:30][CH:29]=[C:28]([Cl:32])[CH:27]=3)[C:23]([O:33][CH2:34][CH2:35][OH:36])=[C:22]([C:37]3[CH:42]=[CH:41][CH:40]=[C:39]([Cl:43])[CH:38]=3)[CH:21]=2)[C:9]2[C:4](=[CH:5][CH:6]=[CH:7][CH:8]=2)[CH:3]=[CH:2]1.[H-].[Na+].[CH3:47][O:48][C:49](=[O:52])[CH2:50]Br.C1OCCOCCOCCOCCOC1. Product: [Cl:32][C:28]1[CH:27]=[C:26]([C:24]2[CH:25]=[C:20]([C:19](=[O:44])[NH:18][CH2:17][CH2:16][CH2:15][CH2:14][CH2:13][CH2:12][CH2:11][CH2:10][N:1]3[C:9]4[C:4](=[CH:5][CH:6]=[CH:7][CH:8]=4)[CH:3]=[CH:2]3)[CH:21]=[C:22]([C:37]3[CH:42]=[CH:41][CH:40]=[C:39]([Cl:43])[CH:38]=3)[C:23]=2[O:33][CH2:34][CH2:35][O:36][CH2:50][C:49]([O:48][CH3:47])=[O:52])[CH:31]=[CH:30][CH:29]=1. The catalyst class is: 807. (10) Reactant: [Cl:1][C:2]1[C:11]2[C:6](=[CH:7][C:8]([OH:14])=[C:9]([O:12][CH3:13])[CH:10]=2)[N:5]=[CH:4][N:3]=1.O[CH2:16][CH2:17][CH2:18][N:19]1[CH2:24][CH2:23][N:22]([C:25]([O:27][C:28]([CH3:31])([CH3:30])[CH3:29])=[O:26])[CH2:21][CH2:20]1.C1(P(C2C=CC=CC=2)C2C=CC=CC=2)C=CC=CC=1.N(C(OC(C)C)=O)=NC(OC(C)C)=O. Product: [Cl:1][C:2]1[C:11]2[C:6](=[CH:7][C:8]([O:14][CH2:16][CH2:17][CH2:18][N:19]3[CH2:24][CH2:23][N:22]([C:25]([O:27][C:28]([CH3:29])([CH3:31])[CH3:30])=[O:26])[CH2:21][CH2:20]3)=[C:9]([O:12][CH3:13])[CH:10]=2)[N:5]=[CH:4][N:3]=1. The catalyst class is: 4.